From a dataset of Full USPTO retrosynthesis dataset with 1.9M reactions from patents (1976-2016). Predict the reactants needed to synthesize the given product. Given the product [CH2:13]([C:17]1[N:18]=[C:19]([CH3:48])[N:20]([C:39]2[CH:44]=[CH:43][CH:42]=[C:41]([CH:45]([CH3:47])[CH3:46])[CH:40]=2)[C:21](=[O:38])[C:22]=1[CH2:23][C:24]1[CH:29]=[CH:28][C:27]([C:30]2[CH:35]=[CH:34][CH:33]=[CH:32][C:31]=2[C:36]2[NH:3][C:4](=[O:7])[O:5][N:37]=2)=[CH:26][CH:25]=1)[CH2:14][CH2:15][CH3:16], predict the reactants needed to synthesize it. The reactants are: [Cl-].O[NH3+:3].[C:4](=[O:7])([O-])[OH:5].[Na+].CS(C)=O.[CH2:13]([C:17]1[N:18]=[C:19]([CH3:48])[N:20]([C:39]2[CH:44]=[CH:43][CH:42]=[C:41]([CH:45]([CH3:47])[CH3:46])[CH:40]=2)[C:21](=[O:38])[C:22]=1[CH2:23][C:24]1[CH:29]=[CH:28][C:27]([C:30]2[C:31]([C:36]#[N:37])=[CH:32][CH:33]=[CH:34][CH:35]=2)=[CH:26][CH:25]=1)[CH2:14][CH2:15][CH3:16].